This data is from Catalyst prediction with 721,799 reactions and 888 catalyst types from USPTO. The task is: Predict which catalyst facilitates the given reaction. (1) Reactant: C(O[C:4]([C:6]1[N:7]=[C:8]([C:18]#[N:19])[C:9]2[C:14]([C:15]=1[OH:16])=[CH:13][CH:12]=[C:11]([OH:17])[CH:10]=2)=[O:5])C.[NH2:20][CH2:21][C:22]([OH:24])=[O:23].Cl.O. Product: [C:18]([C:8]1[C:9]2[C:14](=[CH:13][CH:12]=[C:11]([OH:17])[CH:10]=2)[C:15]([OH:16])=[C:6]([C:4]([NH:20][CH2:21][C:22]([OH:24])=[O:23])=[O:5])[N:7]=1)#[N:19]. The catalyst class is: 779. (2) Reactant: [BH4-].[Na+].[Cl:3][CH2:4][C:5]([NH:7][CH:8]1[C:17](=[O:18])[C:16]2[C:11](=[CH:12][CH:13]=[CH:14][CH:15]=2)[O:10][CH2:9]1)=[O:6].O.Cl. Product: [Cl:3][CH2:4][C:5]([NH:7][C@H:8]1[C@H:17]([OH:18])[C:16]2[C:11](=[CH:12][CH:13]=[CH:14][CH:15]=2)[O:10][CH2:9]1)=[O:6]. The catalyst class is: 5. (3) Reactant: [F:1][C:2]([F:32])([F:31])[C:3]1[CH:8]=[CH:7][C:6]([C:9]2[C:10]([C:15]([NH:17][C:18]3[CH:19]=[C:20]([C:26]([O:28]CC)=[O:27])[N:21]([CH:23]([CH3:25])[CH3:24])[CH:22]=3)=[O:16])=[CH:11][CH:12]=[CH:13][CH:14]=2)=[CH:5][CH:4]=1.[OH-].[Na+].ClCCl.C(O)C. Product: [F:32][C:2]([F:1])([F:31])[C:3]1[CH:4]=[CH:5][C:6]([C:9]2[C:10]([C:15]([NH:17][C:18]3[CH:19]=[C:20]([C:26]([OH:28])=[O:27])[N:21]([CH:23]([CH3:25])[CH3:24])[CH:22]=3)=[O:16])=[CH:11][CH:12]=[CH:13][CH:14]=2)=[CH:7][CH:8]=1. The catalyst class is: 5. (4) The catalyst class is: 124. Product: [CH2:1]([O:8][C:9]1[CH:14]=[CH:13][C:12]([CH2:15][CH2:16][I:30])=[CH:11][CH:10]=1)[C:2]1[CH:7]=[CH:6][CH:5]=[CH:4][CH:3]=1. Reactant: [CH2:1]([O:8][C:9]1[CH:14]=[CH:13][C:12]([CH2:15][CH2:16]O)=[CH:11][CH:10]=1)[C:2]1[CH:7]=[CH:6][CH:5]=[CH:4][CH:3]=1.C(N(CC)CC)C.S(Cl)(C)(=O)=O.[I-:30].[Na+].